Dataset: Reaction yield outcomes from USPTO patents with 853,638 reactions. Task: Predict the reaction yield, written as a fraction of the theoretical maximum amount of product (1.0 means a 100% yield; for example, 0.34 means a 34% yield). (1) The yield is 0.800. The reactants are [H-].[Na+].[CH3:3][C:4]([C:6]1[CH:11]=[CH:10][C:9]([C:12]([F:15])([F:14])[F:13])=[CH:8][CH:7]=1)=O.[CH:16](OCC)=O.O.[NH2:22][NH2:23]. The product is [F:13][C:12]([F:15])([F:14])[C:9]1[CH:10]=[CH:11][C:6]([C:4]2[CH:3]=[CH:16][NH:23][N:22]=2)=[CH:7][CH:8]=1. The catalyst is O1CCCC1.Cl. (2) The reactants are Br[C:2]1[N:7]=[C:6]([O:8][CH3:9])[C:5]([NH2:10])=[CH:4][CH:3]=1.[CH3:11][PH:12](=[O:14])[CH3:13].CC1(C)C2C(=C(P(C3C=CC=CC=3)C3C=CC=CC=3)C=CC=2)OC2C(P(C3C=CC=CC=3)C3C=CC=CC=3)=CC=CC1=2.P([O-])([O-])([O-])=O.[K+].[K+].[K+]. The catalyst is CN(C=O)C.C([O-])(=O)C.[Pd+2].C([O-])(=O)C. The product is [CH3:11][P:12]([C:2]1[N:7]=[C:6]([O:8][CH3:9])[C:5]([NH2:10])=[CH:4][CH:3]=1)([CH3:13])=[O:14]. The yield is 0.390. (3) The reactants are Br[C:2]1[CH:3]=[N:4][N:5]([CH2:7][CH2:8][CH2:9][C:10]([N:12]([CH2:14][C:15]2[CH:20]=[C:19]([F:21])[CH:18]=[CH:17][C:16]=2[O:22][CH3:23])[CH3:13])=[O:11])[CH:6]=1.[OH:24][C:25]1[CH:30]=[CH:29][C:28](B(O)O)=[CH:27][CH:26]=1. No catalyst specified. The product is [F:21][C:19]1[CH:18]=[CH:17][C:16]([O:22][CH3:23])=[C:15]([CH:20]=1)[CH2:14][N:12]([CH3:13])[C:10](=[O:11])[CH2:9][CH2:8][CH2:7][N:5]1[CH:6]=[C:2]([C:28]2[CH:29]=[CH:30][C:25]([OH:24])=[CH:26][CH:27]=2)[CH:3]=[N:4]1. The yield is 0.700. (4) The reactants are Cl[C:2]1[N:7]=[CH:6][C:5]([C:8]2[NH:12][C:11]3[CH:13]=[CH:14][CH:15]=[CH:16][C:10]=3[N:9]=2)=[CH:4][CH:3]=1.[CH2:17]([O:19][C:20]1[CH:21]=[C:22]([CH:31]=[CH:32][C:33]=1[O:34][CH3:35])[CH2:23][N:24]1[CH2:29][CH2:28][CH:27]([NH2:30])[CH2:26][CH2:25]1)[CH3:18]. The catalyst is C(O)CO. The product is [NH:9]1[C:10]2[CH:16]=[CH:15][CH:14]=[CH:13][C:11]=2[N:12]=[C:8]1[C:5]1[CH:4]=[CH:3][C:2]([NH:30][CH:27]2[CH2:28][CH2:29][N:24]([CH2:23][C:22]3[CH:31]=[CH:32][C:33]([O:34][CH3:35])=[C:20]([O:19][CH2:17][CH3:18])[CH:21]=3)[CH2:25][CH2:26]2)=[N:7][CH:6]=1. The yield is 0.0900. (5) The reactants are [N:1]1([CH:8]2[CH2:13][CH2:12][NH:11][CH2:10][CH2:9]2)[CH2:6][CH2:5][CH2:4][CH2:3][C:2]1=[O:7].[CH3:14][O:15][C:16]([C:18]1[C:27]2[C:22](=[CH:23][CH:24]=[CH:25][CH:26]=2)[N:21]=[C:20]([C:28]2[CH:33]=[CH:32][CH:31]=[CH:30][CH:29]=2)[C:19]=1[CH2:34]Br)=[O:17].[F-].[K+].CCN(C(C)C)C(C)C. The catalyst is C1COCC1. The product is [CH3:14][O:15][C:16]([C:18]1[C:27]2[C:22](=[CH:23][CH:24]=[CH:25][CH:26]=2)[N:21]=[C:20]([C:28]2[CH:33]=[CH:32][CH:31]=[CH:30][CH:29]=2)[C:19]=1[CH2:34][N:11]1[CH2:12][CH2:13][CH:8]([N:1]2[CH2:6][CH2:5][CH2:4][CH2:3][C:2]2=[O:7])[CH2:9][CH2:10]1)=[O:17]. The yield is 0.770. (6) The reactants are C(OC(OCC)C1C=C(C2C(C3C=CC=CC=3)C(=O)C3C(C(OC)=O)=CC=CC=3N2)C=CC=1)C.[CH2:35]([O:37][CH:38]([O:67][CH2:68][CH3:69])[C:39]1[CH:40]=[C:41]([CH:45]2[CH:54]([C:55]3[CH:60]=[CH:59][CH:58]=[CH:57][CH:56]=3)[C:53](=O)[C:52]3[C:51]([C:62]([O:64]CC)=O)=[CH:50][CH:49]=[CH:48][C:47]=3[NH:46]2)[CH:42]=[CH:43][CH:44]=1)[CH3:36].O.[NH2:71][NH2:72]. The catalyst is CO. The product is [CH2:68]([O:67][CH:38]([O:37][CH2:35][CH3:36])[C:39]1[CH:40]=[C:41]([CH:45]2[NH:46][C:47]3[C:52]4[C:53](=[N:71][NH:72][C:62](=[O:64])[C:51]=4[CH:50]=[CH:49][CH:48]=3)[CH:54]2[C:55]2[CH:56]=[CH:57][CH:58]=[CH:59][CH:60]=2)[CH:42]=[CH:43][CH:44]=1)[CH3:69]. The yield is 0.580. (7) The reactants are [CH3:1][NH:2][C:3]1[CH:8]=[CH:7][C:6]([OH:9])=[CH:5][CH:4]=1.N1C=CN=C1.[Si:15](Cl)([C:18]([CH3:21])([CH3:20])[CH3:19])([CH3:17])[CH3:16].O. The catalyst is ClCCl. The product is [Si:15]([O:9][C:6]1[CH:7]=[CH:8][C:3]([NH:2][CH3:1])=[CH:4][CH:5]=1)([C:18]([CH3:21])([CH3:20])[CH3:19])([CH3:17])[CH3:16]. The yield is 0.870.